This data is from Catalyst prediction with 721,799 reactions and 888 catalyst types from USPTO. The task is: Predict which catalyst facilitates the given reaction. (1) Reactant: I[C:2]1[CH:3]=[C:4]2[C:9](=[CH:10][CH:11]=1)[N:8]1[C:12]([C:15]3[CH:20]=[CH:19][CH:18]=[CH:17][N:16]=3)=[N:13][N:14]=[C:7]1[CH:6]=[CH:5]2.CCN(C(C)C)C(C)C.[SH:30][C:31]1[CH:32]=[C:33]([C:37]2([OH:43])[CH2:42][CH2:41][O:40][CH2:39][CH2:38]2)[CH:34]=[CH:35][CH:36]=1.C1(P(C2C=CC=CC=2)C2C3OC4C(=CC=CC=4P(C4C=CC=CC=4)C4C=CC=CC=4)C(C)(C)C=3C=CC=2)C=CC=CC=1. Product: [N:16]1[CH:17]=[CH:18][CH:19]=[CH:20][C:15]=1[C:12]1[N:8]2[C:9]3[C:4]([CH:5]=[CH:6][C:7]2=[N:14][N:13]=1)=[CH:3][C:2]([S:30][C:31]1[CH:32]=[C:33]([C:37]2([OH:43])[CH2:42][CH2:41][O:40][CH2:39][CH2:38]2)[CH:34]=[CH:35][CH:36]=1)=[CH:11][CH:10]=3. The catalyst class is: 62. (2) Reactant: [Si:1]([CH:18]([OH:25])[C@@H:19]1[O:23][C:22](=[O:24])[CH2:21][CH2:20]1)([C:14]([CH3:17])([CH3:16])[CH3:15])([C:8]1[CH:13]=[CH:12][CH:11]=[CH:10][CH:9]=1)[C:2]1[CH:7]=[CH:6][CH:5]=[CH:4][CH:3]=1.C[Si]([N-][Si](C)(C)C)(C)C.[Li+].[Si](Cl)(C)(C)C.[C:41]1([Se:47]Br)[CH:46]=[CH:45][CH:44]=[CH:43][CH:42]=1. Product: [Si:1]([CH:18]([OH:25])[C@@H:19]1[O:23][C:22](=[O:24])[C@@H:21]([Se:47][C:41]2[CH:46]=[CH:45][CH:44]=[CH:43][CH:42]=2)[CH2:20]1)([C:14]([CH3:17])([CH3:15])[CH3:16])([C:8]1[CH:13]=[CH:12][CH:11]=[CH:10][CH:9]=1)[C:2]1[CH:7]=[CH:6][CH:5]=[CH:4][CH:3]=1. The catalyst class is: 116. (3) Reactant: [Br:1][C:2]1[C:15](=[O:16])[N:14]([CH:17]2[CH2:21][CH2:20][CH2:19][CH2:18]2)[C:5]2[N:6]=[C:7](S(C)=O)[N:8]=[C:9]([CH3:10])[C:4]=2[CH:3]=1.[OH-].[NH4+:23]. Product: [NH2:23][C:7]1[N:8]=[C:9]([CH3:10])[C:4]2[CH:3]=[C:2]([Br:1])[C:15](=[O:16])[N:14]([CH:17]3[CH2:21][CH2:20][CH2:19][CH2:18]3)[C:5]=2[N:6]=1. The catalyst class is: 12. (4) Reactant: [Br:1][C:2]1[C:7]([Cl:8])=[CH:6][C:5]([C:9]2[C:18]3[C:13](=[CH:14][C:15]([S:19]([O:22]C4C(F)=C(F)C(F)=C(F)C=4F)(=[O:21])=O)=[CH:16][CH:17]=3)[CH:12]=[CH:11][N:10]=2)=[C:4]([O:34][CH3:35])[CH:3]=1.[NH2:36][C:37]1[S:38][CH:39]=[N:40][N:41]=1.C(=O)([O-])[O-].[Cs+].[Cs+]. Product: [Br:1][C:2]1[C:7]([Cl:8])=[CH:6][C:5]([C:9]2[C:18]3[C:13](=[CH:14][C:15]([S:19]([NH:36][C:37]4[S:38][CH:39]=[N:40][N:41]=4)(=[O:22])=[O:21])=[CH:16][CH:17]=3)[CH:12]=[CH:11][N:10]=2)=[C:4]([O:34][CH3:35])[CH:3]=1. The catalyst class is: 23.